This data is from Reaction yield outcomes from USPTO patents with 853,638 reactions. The task is: Predict the reaction yield, written as a fraction of the theoretical maximum amount of product (1.0 means a 100% yield; for example, 0.34 means a 34% yield). (1) The reactants are [CH3:1][C:2]([CH3:13])([C:7]1[CH:12]=[CH:11][CH:10]=[CH:9][CH:8]=1)[CH2:3][C:4]([OH:6])=[O:5].C(=O)=O.[CH3:17][C:18]([CH3:20])=O.C([N-]C(C)C)(C)C.[Li+].CN1CCCN(C)C1=O.C(I)C=C. The catalyst is O1CCCC1. The product is [CH2:20]([CH:3]([C:2]([CH3:13])([C:7]1[CH:12]=[CH:11][CH:10]=[CH:9][CH:8]=1)[CH3:1])[C:4]([OH:6])=[O:5])[CH:18]=[CH2:17]. The yield is 0.640. (2) The reactants are [CH2:1]([C@H:3]1[C@@H:7]([C:8]2[N:12]3[C:13]4[CH:19]=[CH:18][N:17]([S:20]([C:23]5[CH:29]=[CH:28][C:26]([CH3:27])=[CH:25][CH:24]=5)(=[O:22])=[O:21])[C:14]=4[N:15]=[CH:16][C:11]3=[N:10][N:9]=2)[CH2:6][C@@H:5]([NH:30][C:31]2[C:32](=[O:38])[C:33](=[O:37])[C:34]=2OC)[CH2:4]1)[CH3:2].Cl.[F:40][C:41]([F:46])([F:45])[CH2:42][CH2:43][NH2:44].CCN(C(C)C)C(C)C. The catalyst is CO. The product is [CH2:1]([C@H:3]1[C@@H:7]([C:8]2[N:12]3[C:13]4[CH:19]=[CH:18][N:17]([S:20]([C:23]5[CH:24]=[CH:25][C:26]([CH3:27])=[CH:28][CH:29]=5)(=[O:21])=[O:22])[C:14]=4[N:15]=[CH:16][C:11]3=[N:10][N:9]=2)[CH2:6][C@@H:5]([NH:30][C:31]2[C:32](=[O:38])[C:33](=[O:37])[C:34]=2[NH:44][CH2:43][CH2:42][C:41]([F:46])([F:45])[F:40])[CH2:4]1)[CH3:2]. The yield is 0.790. (3) The product is [C:18]([O:1][C@H:2]1[CH2:7][C@H:6]([CH3:8])[CH2:5][CH2:4][C@H:3]1[C:9]([OH:11])=[O:10])(=[O:20])[CH3:19]. The reactants are [OH:1][C@H:2]1[CH2:7][C@H:6]([CH3:8])[CH2:5][CH2:4][C@H:3]1[C:9]([OH:11])=[O:10].N1C=CC=CC=1.[C:18](OC(=O)C)(=[O:20])[CH3:19]. The catalyst is ClCCl. The yield is 0.530.